From a dataset of Reaction yield outcomes from USPTO patents with 853,638 reactions. Predict the reaction yield, written as a fraction of the theoretical maximum amount of product (1.0 means a 100% yield; for example, 0.34 means a 34% yield). The reactants are [CH3:1][O:2][C:3]1[CH:8]=[CH:7][C:6]([C:9]2([C:12]([OH:14])=[O:13])[CH2:11][CH2:10]2)=[CH:5][CH:4]=1.O.[C:16]1(C)C=CC(S(O)(=O)=O)=CC=1. The catalyst is CO. The product is [CH3:16][O:13][C:12]([C:9]1([C:6]2[CH:5]=[CH:4][C:3]([O:2][CH3:1])=[CH:8][CH:7]=2)[CH2:10][CH2:11]1)=[O:14]. The yield is 0.990.